This data is from Catalyst prediction with 721,799 reactions and 888 catalyst types from USPTO. The task is: Predict which catalyst facilitates the given reaction. (1) Reactant: [N:1]1[CH:6]=[CH:5][C:4]([N:7]2[CH2:12][CH2:11][CH:10](C(O)=O)[CH2:9][CH2:8]2)=[CH:3][CH:2]=1.C([N:18]([CH2:21]C)CC)C.C1(P(N=[N+]=[N-])(C2C=CC=CC=2)=[O:30])C=CC=CC=1.[CH2:40]([OH:47])[C:41]1[CH:46]=[CH:45][CH:44]=[CH:43][CH:42]=1. Product: [CH2:40]([O:47][C:21](=[O:30])[NH:18][CH:10]1[CH2:9][CH2:8][N:7]([C:4]2[CH:3]=[CH:2][N:1]=[CH:6][CH:5]=2)[CH2:12][CH2:11]1)[C:41]1[CH:46]=[CH:45][CH:44]=[CH:43][CH:42]=1. The catalyst class is: 9. (2) Reactant: [F:1][C:2]1[CH:7]=[CH:6][C:5]([S:8]([N:11]([CH3:31])[CH:12]2[CH2:30][N:16]3[C:17]4[C:22]([C:23]([C:24](=O)[C:25]([O:27][CH3:28])=[O:26])=[C:15]3[CH2:14][CH2:13]2)=[CH:21][CH:20]=[CH:19][CH:18]=4)(=[O:10])=[O:9])=[CH:4][CH:3]=1.[BH4-].[Na+].CC(O)=O. Product: [F:1][C:2]1[CH:7]=[CH:6][C:5]([S:8]([N:11]([CH3:31])[CH:12]2[CH2:30][N:16]3[C:17]4[C:22]([C:23]([CH2:24][C:25]([O:27][CH3:28])=[O:26])=[C:15]3[CH2:14][CH2:13]2)=[CH:21][CH:20]=[CH:19][CH:18]=4)(=[O:9])=[O:10])=[CH:4][CH:3]=1. The catalyst class is: 92. (3) Reactant: [CH:1]1([CH2:4][N:5]2[C:9]3[CH:10]=[CH:11][C:12]([C:14](O)=[O:15])=[CH:13][C:8]=3[N:7]=[C:6]2[C:17]2[CH:18]=[CH:19][C:20]3[N:21]([CH2:30][CH3:31])[C:22]4[C:27]([C:28]=3[CH:29]=2)=[CH:26][CH:25]=[CH:24][CH:23]=4)[CH2:3][CH2:2]1.Cl.CN(C)CCCN=C=NCC.ON1C2C=CC=CC=2N=N1.C(N(CC)C(C)C)(C)C.[CH3:63][O:64][CH2:65][CH2:66][NH2:67]. Product: [CH:1]1([CH2:4][N:5]2[C:9]3[CH:10]=[CH:11][C:12]([C:14]([NH:67][CH2:66][CH2:65][O:64][CH3:63])=[O:15])=[CH:13][C:8]=3[N:7]=[C:6]2[C:17]2[CH:18]=[CH:19][C:20]3[N:21]([CH2:30][CH3:31])[C:22]4[C:27]([C:28]=3[CH:29]=2)=[CH:26][CH:25]=[CH:24][CH:23]=4)[CH2:2][CH2:3]1. The catalyst class is: 3. (4) Reactant: [OH:1][C:2]1([C:15]2[S:16][C:17]([C:20]3[CH:25]=[C:24]([CH3:26])[CH:23]=[C:22]([NH:27][C:28]4[CH:33]=[C:32]([O:34][CH3:35])[CH:31]=[CH:30][N:29]=4)[N:21]=3)=[CH:18][N:19]=2)[CH2:11][CH2:10][CH2:9][C:8]2[CH:7]=[C:6]([C:12]([O-:14])=[O:13])[CH:5]=[CH:4][C:3]1=2.[OH-].[Na+]. Product: [OH:1][C:2]1([C:15]2[S:16][C:17]([C:20]3[CH:25]=[C:24]([CH3:26])[CH:23]=[C:22]([NH:27][C:28]4[CH:33]=[C:32]([O:34][CH3:35])[CH:31]=[CH:30][N:29]=4)[N:21]=3)=[CH:18][N:19]=2)[CH2:11][CH2:10][CH2:9][C:8]2[CH:7]=[C:6]([C:12]([OH:14])=[O:13])[CH:5]=[CH:4][C:3]1=2. The catalyst class is: 5. (5) Reactant: [CH3:1][C:2]1([CH3:18])[CH2:7][N:6]([C:8]([O:10][C:11]([CH3:14])([CH3:13])[CH3:12])=[O:9])[CH2:5][C:4]2[CH:15]=[N:16][NH:17][C:3]1=2.[H-].[Na+].I[CH3:22]. Product: [CH3:22][N:17]1[C:3]2[C:2]([CH3:18])([CH3:1])[CH2:7][N:6]([C:8]([O:10][C:11]([CH3:12])([CH3:13])[CH3:14])=[O:9])[CH2:5][C:4]=2[CH:15]=[N:16]1. The catalyst class is: 3. (6) Reactant: BrC1C=C2C(C=CC([C@H](N[C:15]([C@@H:17]3[CH2:22][CH2:21][CH2:20][N:19]([C:23](=[O:27])[C@@H:24]([NH2:26])[CH3:25])[NH:18]3)=[O:16])C)=N2)=CC=1.FC(F)(F)C(O)=[O:31]. Product: [NH2:26][C@@H:24]([CH3:25])[C:23]([N:19]1[CH2:20][CH2:21][CH2:22][C@@H:17]([C:15]([OH:16])=[O:31])[NH:18]1)=[O:27]. The catalyst class is: 4. (7) Reactant: [NH2:1][C@H:2]([C:8]([OH:10])=[O:9])[CH2:3][CH2:4][C:5]([OH:7])=[O:6].[C:11](Cl)(=[O:15])[C:12]([CH3:14])=[CH2:13].Cl.C(OCC)(=O)C. Product: [C:11]([NH:1][C@H:2]([C:8]([OH:10])=[O:9])[CH2:3][CH2:4][C:5]([OH:7])=[O:6])(=[O:15])[C:12]([CH3:14])=[CH2:13]. The catalyst class is: 801.